Dataset: NCI-60 drug combinations with 297,098 pairs across 59 cell lines. Task: Regression. Given two drug SMILES strings and cell line genomic features, predict the synergy score measuring deviation from expected non-interaction effect. (1) Drug 1: C1=CC(=CC=C1CCC2=CNC3=C2C(=O)NC(=N3)N)C(=O)NC(CCC(=O)O)C(=O)O. Drug 2: COC1=CC(=CC(=C1O)OC)C2C3C(COC3=O)C(C4=CC5=C(C=C24)OCO5)OC6C(C(C7C(O6)COC(O7)C8=CC=CS8)O)O. Cell line: SNB-75. Synergy scores: CSS=26.8, Synergy_ZIP=-6.62, Synergy_Bliss=-3.92, Synergy_Loewe=0.521, Synergy_HSA=1.25. (2) Drug 1: C1=CC(=CC=C1CCC2=CNC3=C2C(=O)NC(=N3)N)C(=O)NC(CCC(=O)O)C(=O)O. Drug 2: CC1C(C(CC(O1)OC2CC(CC3=C2C(=C4C(=C3O)C(=O)C5=CC=CC=C5C4=O)O)(C(=O)C)O)N)O. Cell line: 786-0. Synergy scores: CSS=51.7, Synergy_ZIP=-2.35, Synergy_Bliss=-2.42, Synergy_Loewe=1.14, Synergy_HSA=2.94. (3) Drug 1: CS(=O)(=O)CCNCC1=CC=C(O1)C2=CC3=C(C=C2)N=CN=C3NC4=CC(=C(C=C4)OCC5=CC(=CC=C5)F)Cl. Drug 2: C1CC(=O)NC(=O)C1N2C(=O)C3=CC=CC=C3C2=O. Cell line: NCI-H322M. Synergy scores: CSS=6.33, Synergy_ZIP=-2.24, Synergy_Bliss=0.197, Synergy_Loewe=-6.81, Synergy_HSA=-1.29. (4) Drug 1: CN1CCC(CC1)COC2=C(C=C3C(=C2)N=CN=C3NC4=C(C=C(C=C4)Br)F)OC. Drug 2: CC1=C(C=C(C=C1)NC2=NC=CC(=N2)N(C)C3=CC4=NN(C(=C4C=C3)C)C)S(=O)(=O)N.Cl. Cell line: T-47D. Synergy scores: CSS=10.9, Synergy_ZIP=-0.208, Synergy_Bliss=6.64, Synergy_Loewe=3.50, Synergy_HSA=6.93. (5) Drug 1: COC1=NC(=NC2=C1N=CN2C3C(C(C(O3)CO)O)O)N. Drug 2: CC1=C2C(C(=O)C3(C(CC4C(C3C(C(C2(C)C)(CC1OC(=O)C(C(C5=CC=CC=C5)NC(=O)OC(C)(C)C)O)O)OC(=O)C6=CC=CC=C6)(CO4)OC(=O)C)O)C)O. Cell line: HCC-2998. Synergy scores: CSS=12.5, Synergy_ZIP=-5.41, Synergy_Bliss=-5.85, Synergy_Loewe=5.51, Synergy_HSA=-1.55.